Dataset: Full USPTO retrosynthesis dataset with 1.9M reactions from patents (1976-2016). Task: Predict the reactants needed to synthesize the given product. (1) Given the product [S:23]1[CH:24]=[N:25][N:26]=[C:22]1[C:19]1[CH:20]=[C:21]2[C:16](=[CH:17][CH:18]=1)[NH:15][CH:14]=[C:13]2[C:11]1[N:12]=[C:7]([N:4]2[CH2:5][CH2:6][O:1][CH2:2][CH2:3]2)[CH:8]=[CH:9][CH:10]=1, predict the reactants needed to synthesize it. The reactants are: [O:1]1[CH2:6][CH2:5][N:4]([C:7]2[N:12]=[C:11]([C:13]3[C:21]4[C:16](=[CH:17][CH:18]=[C:19]([C:22]5[S:23][CH:24]=[N:25][N:26]=5)[CH:20]=4)[N:15](C(OC(C)(C)C)=O)[CH:14]=3)[CH:10]=[CH:9][CH:8]=2)[CH2:3][CH2:2]1.C(O)(C(F)(F)F)=O. (2) Given the product [F:1][C:2]([F:12])([F:13])[C:3]1[CH:11]=[CH:10][C:6]([C:7]2([C:8]#[N:9])[CH2:19][CH2:18][O:17][CH2:16][CH2:15]2)=[CH:5][CH:4]=1, predict the reactants needed to synthesize it. The reactants are: [F:1][C:2]([F:13])([F:12])[C:3]1[CH:11]=[CH:10][C:6]([CH2:7][C:8]#[N:9])=[CH:5][CH:4]=1.Br[CH2:15][CH2:16][O:17][CH2:18][CH2:19]Br.[H-].[Na+]. (3) Given the product [NH2:2][CH2:1][C:3]1[C:4]([CH3:14])=[C:5]([CH3:10])[CH:6]=[CH:7][N:8]=1.[ClH:11], predict the reactants needed to synthesize it. The reactants are: [C:1]([C:3]1[N:8]=[CH:7][C:6](C)=[C:5]([CH3:10])[CH:4]=1)#[N:2].[ClH:11].[H][H].[CH3:14]O. (4) Given the product [CH:1]1([C:4]2[CH:9]=[CH:8][C:7]([C:10]3[CH:14]=[C:13]([CH:15]([N:20]4[CH:25]=[C:24]5[N:26]=[C:27]([C:29]6[CH:34]=[CH:33][CH:32]=[C:31]([F:35])[C:30]=6[F:36])[N:28]=[C:23]5[CH:22]=[N:21]4)[C:16]([O:18][CH2:19][C:43]([CH2:45][OH:46])([CH3:44])[CH2:42][OH:41])=[O:17])[O:12][N:11]=3)=[C:6]([C:37]([F:39])([F:38])[F:40])[CH:5]=2)[CH2:3][CH2:2]1, predict the reactants needed to synthesize it. The reactants are: [CH:1]1([C:4]2[CH:9]=[CH:8][C:7]([C:10]3[CH:14]=[C:13]([CH:15]([N:20]4[CH:25]=[C:24]5[N:26]=[C:27]([C:29]6[CH:34]=[CH:33][CH:32]=[C:31]([F:35])[C:30]=6[F:36])[N:28]=[C:23]5[CH:22]=[N:21]4)[C:16]([O:18][CH3:19])=[O:17])[O:12][N:11]=3)=[C:6]([C:37]([F:40])([F:39])[F:38])[CH:5]=2)[CH2:3][CH2:2]1.[OH:41][CH2:42][C:43](CO)([CH2:45][OH:46])[CH3:44].C(N(CC)CC)C.C(O)(=O)C. (5) Given the product [Br:24][C:21]1[C:6]2[C:7]([C:13]3[CH:14]=[C:15]([CH:18]=[CH:19][CH:20]=3)[C:16]#[N:17])=[N:8][CH2:9][C:10](=[O:12])[NH:11][C:5]=2[CH:4]=[C:3]([O:22][CH3:23])[C:2]=1[OH:1], predict the reactants needed to synthesize it. The reactants are: [OH:1][C:2]1[C:3]([O:22][CH3:23])=[CH:4][C:5]2[NH:11][C:10](=[O:12])[CH2:9][N:8]=[C:7]([C:13]3[CH:14]=[C:15]([CH:18]=[CH:19][CH:20]=3)[C:16]#[N:17])[C:6]=2[CH:21]=1.[Br:24]N1C(=O)CCC1=O. (6) Given the product [Cl:17][C:4]1[CH:3]=[C:2]([NH:1][C:42]2[CH:43]=[CH:44][CH:45]=[CH:46][C:47]=2[CH2:48][O:9][CH2:8][CH2:5][CH2:4][O:65][CH:64]2[CH2:6][CH2:7][CH2:2][CH2:3][O:67]2)[CH:7]=[CH:6][C:5]=1[C:8]([C:10]1[CH:15]=[CH:14][CH:13]=[CH:12][C:11]=1[CH3:16])=[O:9], predict the reactants needed to synthesize it. The reactants are: [NH2:1][C:2]1[CH:7]=[CH:6][C:5]([C:8]([C:10]2[CH:15]=[CH:14][CH:13]=[CH:12][C:11]=2[CH3:16])=[O:9])=[C:4]([Cl:17])[CH:3]=1.C1C=CC(P([C:44]2[C:45](C3C(P(C4C=CC=CC=4)C4C=CC=CC=4)=C[CH:48]=[C:47]4[C:42]=3[CH:43]=[CH:44][CH:45]=[CH:46]4)=[C:46]3[C:47]([CH:48]=CC=C3)=[CH:42][CH:43]=2)C2C=CC=CC=2)=CC=1.[C:64]([O-:67])([O-])=[O:65].[Cs+].[Cs+].